From a dataset of Reaction yield outcomes from USPTO patents with 853,638 reactions. Predict the reaction yield, written as a fraction of the theoretical maximum amount of product (1.0 means a 100% yield; for example, 0.34 means a 34% yield). (1) The reactants are [Br:1][C:2]1[S:13][C:5]2=[N:6][CH:7]=[C:8]([C:11]#[N:12])[C:9](O)=[C:4]2[CH:3]=1.C(=O)(O)[O-].[Na+].P(Cl)(Cl)([Cl:21])=O. No catalyst specified. The product is [Br:1][C:2]1[S:13][C:5]2=[N:6][CH:7]=[C:8]([C:11]#[N:12])[C:9]([Cl:21])=[C:4]2[CH:3]=1. The yield is 0.830. (2) The reactants are C1(C2C=CC=CC=2)C=CC=CC=1C(P(C)C)P(C)C.CC(C)([O-])C.[Na+].N#N.F[C:29]1[CH:30]=[C:31](CNC(=O)C)[C:32]([NH:45][C@H:46]([C:48]2[CH:53]=[CH:52][C:51]([F:54])=[CH:50][CH:49]=2)C)=[N:33][C:34]=1[NH:35]C1C=C(OC(C)C)NN=1.[CH:60]1([C:63]2[NH:67][N:66]=[C:65](N)[CH:64]=2)[CH2:62][CH2:61]1. The catalyst is C1(C)C=CC=CC=1.CC([O-])=O.CC([O-])=O.[Pd+2]. The product is [CH:60]1([C:63]2[NH:67][N:66]=[C:65]([N:45]([CH2:46][C:48]3[CH:49]=[CH:50][C:51]([F:54])=[CH:52][CH:53]=3)[C:32]3[CH:31]=[CH:30][CH:29]=[C:34]([NH2:35])[N:33]=3)[CH:64]=2)[CH2:62][CH2:61]1. The yield is 0.0200. (3) The reactants are C[O:2][C:3]([C:5]1[C:10](Cl)=[CH:9][C:8](=[O:12])[N:7]([C:13]2[CH:18]=[CH:17][CH:16]=[CH:15][CH:14]=2)[N:6]=1)=[O:4].[Br:19][C:20]1[CH:26]=[CH:25][C:23]([NH2:24])=[C:22]([F:27])[CH:21]=1.C(=O)([O-])[O-].[Cs+].[Cs+].O. The catalyst is ClC1C=CC=CC=1Cl.CCOC(C)=O. The product is [Br:19][C:20]1[CH:26]=[CH:25][C:23]([NH:24][C:10]2[C:5]([C:3]([OH:2])=[O:4])=[N:6][N:7]([C:13]3[CH:18]=[CH:17][CH:16]=[CH:15][CH:14]=3)[C:8](=[O:12])[CH:9]=2)=[C:22]([F:27])[CH:21]=1. The yield is 0.430.